From a dataset of Forward reaction prediction with 1.9M reactions from USPTO patents (1976-2016). Predict the product of the given reaction. (1) Given the reactants C(O[C:6]([C:8]1[N:9]=[C:10]([Cl:23])[C:11]2[C:16]([C:17]=1[OH:18])=[CH:15][CH:14]=[C:13]([O:19][CH:20]([CH3:22])[CH3:21])[CH:12]=2)=[O:7])CCC.[NH2:24][CH:25]([CH2:28][OH:29])[CH2:26][OH:27], predict the reaction product. The product is: [OH:27][CH2:26][CH:25]([NH:24][C:6]([C:8]1[N:9]=[C:10]([Cl:23])[C:11]2[C:16]([C:17]=1[OH:18])=[CH:15][CH:14]=[C:13]([O:19][CH:20]([CH3:21])[CH3:22])[CH:12]=2)=[O:7])[CH2:28][OH:29]. (2) Given the reactants [F:1][C:2]([F:16])([F:15])[C:3]1[CH:4]=[C:5]([C:12](O)=[O:13])[C:6]([C:9](O)=[O:10])=[CH:7][CH:8]=1.B.CO, predict the reaction product. The product is: [OH:13][CH2:12][C:5]1[CH:4]=[C:3]([C:2]([F:1])([F:15])[F:16])[CH:8]=[CH:7][C:6]=1[CH2:9][OH:10]. (3) Given the reactants [C:1]([C:3]1[C:11]2[O:10][C:9]([C:12]3[CH:17]=[CH:16][C:15]([C:18]4([NH:22][C:23](=[O:29])[O:24][C:25]([CH3:28])([CH3:27])[CH3:26])[CH2:21][CH2:20][CH2:19]4)=[CH:14][CH:13]=3)=[C:8](I)[C:7]=2[CH:6]=[CH:5][CH:4]=1)#[N:2].[C:31]1(P([C:31]2[CH:36]=[CH:35][CH:34]=[CH:33][CH:32]=2)[C:31]2[CH:36]=[CH:35][CH:34]=[CH:33][CH:32]=2)[CH:36]=[CH:35][CH:34]=[CH:33][CH:32]=1.[F-].[Cs+].C1(B(O)O)C=CC=CC=1, predict the reaction product. The product is: [C:1]([C:3]1[C:11]2[O:10][C:9]([C:12]3[CH:17]=[CH:16][C:15]([C:18]4([NH:22][C:23](=[O:29])[O:24][C:25]([CH3:28])([CH3:27])[CH3:26])[CH2:21][CH2:20][CH2:19]4)=[CH:14][CH:13]=3)=[C:8]([C:31]3[CH:36]=[CH:35][CH:34]=[CH:33][CH:32]=3)[C:7]=2[CH:6]=[CH:5][CH:4]=1)#[N:2]. (4) Given the reactants [CH3:1][C:2]1[CH:7]=[CH:6][C:5]([C@@H:8]2[CH2:12][CH2:11][CH2:10][N:9]2[C:13]2[N:14]=[C:15]([NH:23][C:24]3[S:25][C:26]([C:29]#[N:30])=[CH:27][N:28]=3)[C:16]3[CH2:22][NH:21][CH2:20][CH2:19][C:17]=3[N:18]=2)=[CH:4][CH:3]=1.O.C1C[O:35][CH2:34][CH2:33]1, predict the reaction product. The product is: [C:34]([N:21]1[CH2:20][CH2:19][C:17]2[N:18]=[C:13]([N:9]3[CH2:10][CH2:11][CH2:12][C@H:8]3[C:5]3[CH:6]=[CH:7][C:2]([CH3:1])=[CH:3][CH:4]=3)[N:14]=[C:15]([NH:23][C:24]3[S:25][C:26]([C:29]#[N:30])=[CH:27][N:28]=3)[C:16]=2[CH2:22]1)(=[O:35])[CH3:33]. (5) Given the reactants C[O:2][C:3]1[CH:22]=[CH:21][C:6]2[CH:7]=[C:8]([C:10]3[CH:20]=[CH:19][C:13]([C:14]([O:16][CH2:17][CH3:18])=[O:15])=[CH:12][CH:11]=3)[S:9][C:5]=2[CH:4]=1.B(Br)(Br)Br, predict the reaction product. The product is: [OH:2][C:3]1[CH:22]=[CH:21][C:6]2[CH:7]=[C:8]([C:10]3[CH:20]=[CH:19][C:13]([C:14]([O:16][CH2:17][CH3:18])=[O:15])=[CH:12][CH:11]=3)[S:9][C:5]=2[CH:4]=1. (6) Given the reactants [Cl:1][C:2]1[C:6]2[NH:7][C:8]([C:10]([O:12]C)=[O:11])=[CH:9][C:5]=2[S:4][CH:3]=1.[OH-].[Li+], predict the reaction product. The product is: [C:10]([C:8]1[NH:7][C:6]2[C:2]([Cl:1])=[CH:3][S:4][C:5]=2[CH:9]=1)([OH:12])=[O:11]. (7) Given the reactants [Cl:1][C:2]1[CH:7]=[CH:6][CH:5]=[CH:4][C:3]=1[N:8]1[C:12](=[O:13])[C:11]([C:14]([OH:16])=O)=[CH:10][N:9]1[CH3:17].[NH2:18][C:19]1[CH:40]=[CH:39][C:22]([O:23][C:24]2[CH:25]=[CH:26][C:27]3[N:28]([CH:30]=[C:31]([NH:33][C:34]([CH:36]4[CH2:38][CH2:37]4)=[O:35])[N:32]=3)[CH:29]=2)=[C:21]([F:41])[CH:20]=1.CN(C(ON1N=NC2C=CC=NC1=2)=[N+](C)C)C.F[P-](F)(F)(F)(F)F.C(N(CC)C(C)C)(C)C, predict the reaction product. The product is: [Cl:1][C:2]1[CH:7]=[CH:6][CH:5]=[CH:4][C:3]=1[N:8]1[C:12](=[O:13])[C:11]([C:14]([NH:18][C:19]2[CH:40]=[CH:39][C:22]([O:23][C:24]3[CH:25]=[CH:26][C:27]4[N:28]([CH:30]=[C:31]([NH:33][C:34]([CH:36]5[CH2:38][CH2:37]5)=[O:35])[N:32]=4)[CH:29]=3)=[C:21]([F:41])[CH:20]=2)=[O:16])=[CH:10][N:9]1[CH3:17].